This data is from Catalyst prediction with 721,799 reactions and 888 catalyst types from USPTO. The task is: Predict which catalyst facilitates the given reaction. (1) Reactant: O.O.O.O.O.O.[Cl-].[Sr+2:8].[Cl-].[CH2:10]([S:18]([O-:21])(=[O:20])=[O:19])[CH2:11][CH2:12][CH2:13][S:14]([O-:17])(=[O:16])=[O:15].[Na+].[Na+].C(O)C. Product: [CH2:10]([S:18]([O-:21])(=[O:20])=[O:19])[CH2:11][CH2:12][CH2:13][S:14]([O-:17])(=[O:15])=[O:16].[Sr+2:8]. The catalyst class is: 6. (2) Reactant: [CH3:1][NH:2][C@@H:3]([C:10]1[CH:15]=[CH:14][CH:13]=[CH:12][CH:11]=1)[CH2:4][N:5]1[CH2:9][CH2:8][CH2:7][CH2:6]1.C(N(C(C)C)CC)(C)C.[C:25](Cl)([O:27][CH2:28][CH:29]1[C:41]2[C:36](=[CH:37][CH:38]=[CH:39][CH:40]=2)[C:35]2[C:30]1=[CH:31][CH:32]=[CH:33][CH:34]=2)=[O:26]. Product: [CH3:1][N:2]([C@@H:3]([C:10]1[CH:15]=[CH:14][CH:13]=[CH:12][CH:11]=1)[CH2:4][N:5]1[CH2:6][CH2:7][CH2:8][CH2:9]1)[C:25](=[O:26])[O:27][CH2:28][CH:29]1[C:41]2[CH:40]=[CH:39][CH:38]=[CH:37][C:36]=2[C:35]2[C:30]1=[CH:31][CH:32]=[CH:33][CH:34]=2. The catalyst class is: 10.